Task: Predict the product of the given reaction.. Dataset: Forward reaction prediction with 1.9M reactions from USPTO patents (1976-2016) (1) Given the reactants [F:1][C:2]1[CH:7]=[CH:6][C:5]([C:8]2[CH:13]=[CH:12][N:11]=[C:10]([NH:14][C:15]([C@@H:17]3[CH2:21][CH2:20][C@H:19]([NH:22]C(=O)OC(C)(C)C)[CH2:18]3)=[O:16])[CH:9]=2)=[C:4]([O:30][CH3:31])[CH:3]=1.C(O)(C(F)(F)F)=O, predict the reaction product. The product is: [NH2:22][C@H:19]1[CH2:20][CH2:21][C@@H:17]([C:15]([NH:14][C:10]2[CH:9]=[C:8]([C:5]3[CH:6]=[CH:7][C:2]([F:1])=[CH:3][C:4]=3[O:30][CH3:31])[CH:13]=[CH:12][N:11]=2)=[O:16])[CH2:18]1. (2) Given the reactants [CH2:1]([O:3][CH:4]([O:21][CH2:22][CH3:23])[C:5]1[O:13][C:12]2[C:11]([C:14]3[CH:19]=[CH:18][C:17]([OH:20])=[CH:16][CH:15]=3)=[CH:10][N:9]=[CH:8][C:7]=2[CH:6]=1)[CH3:2].I[CH:25]([CH3:27])[CH3:26].C(=O)([O-])[O-].[K+].[K+], predict the reaction product. The product is: [CH2:22]([O:21][CH:4]([O:3][CH2:1][CH3:2])[C:5]1[O:13][C:12]2[C:11]([C:14]3[CH:19]=[CH:18][C:17]([O:20][CH:25]([CH3:27])[CH3:26])=[CH:16][CH:15]=3)=[CH:10][N:9]=[CH:8][C:7]=2[CH:6]=1)[CH3:23]. (3) Given the reactants [CH3:1][NH:2][C:3]1[CH:8]=[C:7]([NH:9][C:10]2[CH:15]=[CH:14][CH:13]=[CH:12][C:11]=2[N+:16]([O-:18])=[O:17])[N:6]=[CH:5][N:4]=1.[H-].[Na+].[Cl:21][C:22]1[C:27]([N:28]=[C:29]=[O:30])=[C:26]([Cl:31])[C:25]([O:32][CH3:33])=[CH:24][C:23]=1[O:34][CH3:35].O, predict the reaction product. The product is: [Cl:21][C:22]1[C:23]([O:34][CH3:35])=[CH:24][C:25]([O:32][CH3:33])=[C:26]([Cl:31])[C:27]=1[NH:28][C:29](=[O:30])[N:2]([CH3:1])[C:3]1[CH:8]=[C:7]([NH:9][C:10]2[CH:15]=[CH:14][CH:13]=[CH:12][C:11]=2[N+:16]([O-:18])=[O:17])[N:6]=[CH:5][N:4]=1.